This data is from Forward reaction prediction with 1.9M reactions from USPTO patents (1976-2016). The task is: Predict the product of the given reaction. (1) Given the reactants [NH2:1][C:2]1[S:3][C:4]2[CH2:10][C:9](=O)[CH2:8][CH2:7][C:5]=2[N:6]=1.C([O-])(=O)C.[NH4+].C([BH3-])#[N:18].[Na+].Cl, predict the reaction product. The product is: [NH2:1][C:2]1[S:3][C:4]2[CH2:10][CH:9]([NH2:18])[CH2:8][CH2:7][C:5]=2[N:6]=1. (2) Given the reactants [NH2:1][C:2]1[C:7]([F:8])=[CH:6][N:5]=[C:4]([OH:9])[N:3]=1.[CH3:10][O:11][C:12]1[CH:17]=[CH:16][C:15]([S:18](Cl)(=[O:20])=[O:19])=[CH:14][CH:13]=1, predict the reaction product. The product is: [NH2:1][C:2]1[C:7]([F:8])=[CH:6][N:5]([S:18]([C:15]2[CH:14]=[CH:13][C:12]([O:11][CH3:10])=[CH:17][CH:16]=2)(=[O:20])=[O:19])[C:4](=[O:9])[N:3]=1. (3) Given the reactants [C:1]([C@@H:9]1[CH2:13][CH:12]([CH2:14][C:15]2[CH:20]=[CH:19][C:18]([C:21]3[CH:26]=[CH:25][CH:24]=[CH:23][CH:22]=3)=[CH:17][CH:16]=2)[N:11](/[CH:27]=[CH:28]/[C:29]2[CH:34]=[CH:33][CH:32]=[CH:31][CH:30]=2)[C:10]1=[O:35])(=O)C1C=CC=CC=1.C=O.C1CCN2C(=NCCC2)CC1.[Cl-].[Li+], predict the reaction product. The product is: [C:18]1([C:21]2[CH:22]=[CH:23][CH:24]=[CH:25][CH:26]=2)[CH:17]=[CH:16][C:15]([CH2:14][C@H:12]2[N:11](/[CH:27]=[CH:28]/[C:29]3[CH:30]=[CH:31][CH:32]=[CH:33][CH:34]=3)[C:10](=[O:35])[C:9](=[CH2:1])[CH2:13]2)=[CH:20][CH:19]=1. (4) Given the reactants F[C:2]1[CH:3]=[C:4]([C:12]2[C:20]3[CH2:19][CH2:18][CH2:17][C:16]=3[CH:15]=[N:14][CH:13]=2)[CH:5]=[CH:6][C:7]=1[C:8]([F:11])([F:10])[F:9].FC(F)(F)C1C=CC(C2OC=NC=2)=CC=1, predict the reaction product. The product is: [F:11][C:8]([F:9])([F:10])[C:7]1[CH:2]=[CH:3][C:4]([C:12]2[C:20]3[CH2:19][CH2:18][CH2:17][C:16]=3[CH:15]=[N:14][CH:13]=2)=[CH:5][CH:6]=1. (5) Given the reactants [Cl:1][C:2]1[N:7]=[C:6]([Cl:8])[CH:5]=[C:4]([C:9]2[CH:14]=[CH:13][CH:12]=[CH:11][CH:10]=2)[N:3]=1.[NH:15]1[CH2:20][CH2:19][CH:18]([OH:21])[CH2:17][CH2:16]1.C(N(CC)CC)C.O, predict the reaction product. The product is: [Cl:8][C:6]1[CH:5]=[C:4]([C:9]2[CH:14]=[CH:13][CH:12]=[CH:11][CH:10]=2)[N:3]=[C:2]([N:15]2[CH2:20][CH2:19][CH:18]([OH:21])[CH2:17][CH2:16]2)[N:7]=1.[Cl:1][C:2]1[N:7]=[C:6]([N:15]2[CH2:20][CH2:19][CH:18]([OH:21])[CH2:17][CH2:16]2)[CH:5]=[C:4]([C:9]2[CH:14]=[CH:13][CH:12]=[CH:11][CH:10]=2)[N:3]=1.